From a dataset of Forward reaction prediction with 1.9M reactions from USPTO patents (1976-2016). Predict the product of the given reaction. (1) Given the reactants Cl[C:2]1[NH:6][C:5]2[CH:7]=[CH:8][C:9]([C:11]([F:14])([F:13])[F:12])=[CH:10][C:4]=2[N:3]=1.[C:15]1([OH:26])[C:24]2[CH2:23][CH:22]([OH:25])[CH2:21][CH2:20][C:19]=2[CH:18]=[CH:17][CH:16]=1, predict the reaction product. The product is: [F:12][C:11]([F:14])([F:13])[C:9]1[CH:8]=[CH:7][C:5]2[NH:6][C:2]([O:26][C:15]3[CH:16]=[CH:17][CH:18]=[C:19]4[C:24]=3[CH2:23][CH:22]([OH:25])[CH2:21][CH2:20]4)=[N:3][C:4]=2[CH:10]=1. (2) The product is: [CH2:33]([N:15]1[CH2:16][CH2:17][C:12]([S:9]([C:6]2[CH:7]=[CH:8][C:3]([Cl:2])=[CH:4][CH:5]=2)(=[O:10])=[O:11])([C:18]2[CH:23]=[C:22]([F:24])[CH:21]=[CH:20][C:19]=2[F:25])[CH2:13][CH2:14]1)[C:34]1[CH:39]=[CH:38][CH:37]=[CH:36][CH:35]=1. Given the reactants Cl.[Cl:2][C:3]1[CH:8]=[CH:7][C:6]([S:9]([C:12]2([C:18]3[CH:23]=[C:22]([F:24])[CH:21]=[CH:20][C:19]=3[F:25])[CH2:17][CH2:16][NH:15][CH2:14][CH2:13]2)(=[O:11])=[O:10])=[CH:5][CH:4]=1.C(N(CC)CC)C.[CH:33](=O)[C:34]1[CH:39]=[CH:38][CH:37]=[CH:36][CH:35]=1.C(O[BH-](OC(=O)C)OC(=O)C)(=O)C.[Na+].[OH-].[Na+], predict the reaction product. (3) The product is: [F:23][C:21]1[CH:22]=[C:17]([N:12]2[CH2:13][CH2:14][C:9]3[O:8][C:7]([C:2]4[CH:3]=[CH:4][CH:5]=[CH:6][N:1]=4)=[N:15][C:10]=3[CH2:11]2)[CH:18]=[C:19]([F:24])[CH:20]=1. Given the reactants [N:1]1[CH:6]=[CH:5][CH:4]=[CH:3][C:2]=1[C:7]1[O:8][C:9]2[CH2:14][CH2:13][NH:12][CH2:11][C:10]=2[N:15]=1.Br[C:17]1[CH:22]=[C:21]([F:23])[CH:20]=[C:19]([F:24])[CH:18]=1.CC1(C)C2C(=C(P(C3C=CC=CC=3)C3C=CC=CC=3)C=CC=2)OC2C(P(C3C=CC=CC=3)C3C=CC=CC=3)=CC=CC1=2.C(O[Na])(C)(C)C, predict the reaction product. (4) Given the reactants [I:1][C:2]1[CH:3]=[C:4]([OH:12])[CH:5]=[C:6]([C:8]([F:11])([F:10])[F:9])[CH:7]=1.Br[CH2:14][CH2:15][O:16][CH3:17].C(=O)([O-])[O-].[K+].[K+], predict the reaction product. The product is: [I:1][C:2]1[CH:7]=[C:6]([C:8]([F:10])([F:11])[F:9])[CH:5]=[C:4]([O:12][CH2:14][CH2:15][O:16][CH3:17])[CH:3]=1.